This data is from Full USPTO retrosynthesis dataset with 1.9M reactions from patents (1976-2016). The task is: Predict the reactants needed to synthesize the given product. Given the product [NH2:19][C:10]1[C:9]2[N:8]=[C:7]([CH2:20][CH3:21])[N:6]([CH2:5][CH2:4][CH2:3][CH2:2][NH:1][C:28]([CH:22]3[CH2:27][CH2:26][CH2:25][CH2:24][CH2:23]3)=[O:29])[C:18]=2[C:17]2[CH:16]=[CH:15][CH:14]=[CH:13][C:12]=2[N:11]=1, predict the reactants needed to synthesize it. The reactants are: [NH2:1][CH2:2][CH2:3][CH2:4][CH2:5][N:6]1[C:18]2[C:17]3[CH:16]=[CH:15][CH:14]=[CH:13][C:12]=3[N:11]=[C:10]([NH2:19])[C:9]=2[N:8]=[C:7]1[CH2:20][CH3:21].[CH:22]1([C:28](Cl)=[O:29])[CH2:27][CH2:26][CH2:25][CH2:24][CH2:23]1.